The task is: Predict the reactants needed to synthesize the given product.. This data is from Full USPTO retrosynthesis dataset with 1.9M reactions from patents (1976-2016). Given the product [Cl:20][C:17]1[CH:18]=[CH:19][C:14]([C:7]23[NH:13][CH2:12][CH2:11][N:8]2[C:9](=[O:10])[C:4]2[N:5]([CH:21]=[C:2]([C:24]4[CH:23]=[N:22][CH:27]=[CH:26][CH:25]=4)[CH:3]=2)[CH2:6]3)=[CH:15][CH:16]=1, predict the reactants needed to synthesize it. The reactants are: Br[C:2]1[CH:3]=[C:4]2[C:9](=[O:10])[N:8]3[CH2:11][CH2:12][NH:13][C:7]3([C:14]3[CH:19]=[CH:18][C:17]([Cl:20])=[CH:16][CH:15]=3)[CH2:6][N:5]2[CH:21]=1.[N:22]1[CH:27]=[CH:26][CH:25]=[C:24](B(O)O)[CH:23]=1.C(=O)([O-])[O-].[Na+].[Na+].C(O)C.